This data is from Catalyst prediction with 721,799 reactions and 888 catalyst types from USPTO. The task is: Predict which catalyst facilitates the given reaction. (1) Reactant: [CH3:1][O:2][C:3]1[CH:8]=[CH:7][CH:6]=[CH:5][C:4]=1[CH2:9][C:10]#[N:11].[N-:12]=[N+:13]=[N-:14].[Na+].Cl.C(N(CC)CC)C.Cl. Product: [CH3:1][O:2][C:3]1[CH:8]=[CH:7][CH:6]=[CH:5][C:4]=1[CH2:9][C:10]1[NH:14][N:13]=[N:12][N:11]=1. The catalyst class is: 264. (2) Reactant: [N:1]([C@H:4]1[C@@H:8]([F:9])[CH2:7][N:6]([C:10]([O:12][C:13]([CH3:16])([CH3:15])[CH3:14])=[O:11])[CH2:5]1)=[N+]=[N-].C1C=CC(P(C2C=CC=CC=2)C2C=CC=CC=2)=CC=1.O. Product: [NH2:1][C@H:4]1[C@@H:8]([F:9])[CH2:7][N:6]([C:10]([O:12][C:13]([CH3:16])([CH3:15])[CH3:14])=[O:11])[CH2:5]1. The catalyst class is: 1. (3) Reactant: [Cl:1][C:2]1[CH:3]=[C:4]([NH:8][C:9]2[CH:14]=[C:13]([NH:15][CH3:16])[N:12]=[CH:11][N:10]=2)[CH:5]=[CH:6][CH:7]=1.[CH3:17][C:18]1[CH:23]=[CH:22][CH:21]=[C:20]([CH3:24])[C:19]=1[N:25]=[C:26]=[O:27]. Product: [Cl:1][C:2]1[CH:3]=[C:4]([NH:8][C:9]2[N:10]=[CH:11][N:12]=[C:13]([N:15]([CH3:16])[C:26]([NH:25][C:19]3[C:18]([CH3:17])=[CH:23][CH:22]=[CH:21][C:20]=3[CH3:24])=[O:27])[CH:14]=2)[CH:5]=[CH:6][CH:7]=1. The catalyst class is: 270. (4) Reactant: [NH2:1][C:2]1([C:15]([NH2:17])=[O:16])[CH2:7][CH2:6][N:5]([CH2:8][C:9]2[CH:14]=[CH:13][CH:12]=[CH:11][CH:10]=2)[CH2:4][CH2:3]1.[Br:18][C:19]1[CH:27]=[CH:26][C:22]([C:23](O)=[O:24])=[CH:21][CH:20]=1.CCN=C=NCCCN(C)C.C1C=CC2N(O)N=NC=2C=1.CCN(C(C)C)C(C)C. Product: [CH2:8]([N:5]1[CH2:4][CH2:3][C:2]([NH:1][C:23](=[O:24])[C:22]2[CH:26]=[CH:27][C:19]([Br:18])=[CH:20][CH:21]=2)([C:15]([NH2:17])=[O:16])[CH2:7][CH2:6]1)[C:9]1[CH:10]=[CH:11][CH:12]=[CH:13][CH:14]=1. The catalyst class is: 3. (5) Reactant: CC(C)([O-])C.[K+].C(O)(C)(C)C.[CH3:12][O:13][C:14](=[O:20])[CH2:15][C:16](=[O:19])[CH2:17][CH3:18].Br[CH2:22][C:23]1[CH:28]=[CH:27][C:26]([Cl:29])=[CH:25][C:24]=1[F:30]. Product: [CH3:12][O:13][C:14](=[O:20])[CH:15]([CH2:22][C:23]1[CH:28]=[CH:27][C:26]([Cl:29])=[CH:25][C:24]=1[F:30])[C:16](=[O:19])[CH2:17][CH3:18]. The catalyst class is: 30.